From a dataset of Forward reaction prediction with 1.9M reactions from USPTO patents (1976-2016). Predict the product of the given reaction. (1) The product is: [CH2:2]([N:3]1[CH:4]=[C:5]2[CH2:10][N:9]([CH2:11][CH2:12][CH2:13][CH2:14][O:15][C:16]3[CH:25]=[C:24]4[C:19]([CH2:20][CH2:21][C:22](=[O:26])[NH:23]4)=[CH:18][CH:17]=3)[CH2:8][CH2:7][C:6]2=[N:1]1)[CH3:27]. Given the reactants [N:1]1[C:6]2[CH2:7][CH2:8][N:9]([CH2:11][CH2:12][CH2:13][CH2:14][O:15][C:16]3[CH:25]=[C:24]4[C:19]([CH2:20][CH2:21][C:22](=[O:26])[NH:23]4)=[CH:18][CH:17]=3)[CH2:10][C:5]=2[CH:4]=[N:3][CH:2]=1.[CH2:27](N1C=C2CNCCC2=N1)C, predict the reaction product. (2) Given the reactants [OH:1][C:2]1[C:3]([CH3:18])=[C:4]2[C:9](=[C:10]([CH3:13])[C:11]=1[CH3:12])[O:8][C:7]([CH3:17])([C:14]([OH:16])=O)[CH2:6][CH2:5]2.C1N=CN(C(N2C=NC=C2)=O)C=1.[CH2:31]([NH2:34])[CH2:32][CH3:33], predict the reaction product. The product is: [OH:1][C:2]1[C:3]([CH3:18])=[C:4]2[C:9](=[C:10]([CH3:13])[C:11]=1[CH3:12])[O:8][C:7]([CH3:17])([C:14]([NH:34][CH2:31][CH2:32][CH3:33])=[O:16])[CH2:6][CH2:5]2. (3) Given the reactants [N:1]1[CH:6]=[CH:5][CH:4]=[CH:3][C:2]=1[C:7]([C:9]1[C:17]2[O:16][CH2:15][CH2:14][C:13]=2[CH:12]=[CH:11][CH:10]=1)=[O:8].[N+:18]([O-])([OH:20])=[O:19].[OH-].[Na+], predict the reaction product. The product is: [N:1]1[CH:6]=[CH:5][CH:4]=[CH:3][C:2]=1[C:7]([C:9]1[C:17]2[O:16][CH2:15][CH2:14][C:13]=2[CH:12]=[C:11]([N+:18]([O-:20])=[O:19])[CH:10]=1)=[O:8].